From a dataset of Forward reaction prediction with 1.9M reactions from USPTO patents (1976-2016). Predict the product of the given reaction. (1) Given the reactants C(=O)([O:7][C:8]1[CH:13]=[CH:12][C:11]([C:14]2[CH:19]=[C:18]([O:20][CH3:21])[CH:17]=[CH:16][C:15]=2[F:22])=[C:10]([CH2:23][CH2:24][C:25]([O:28][CH3:29])([CH3:27])[CH3:26])[CH:9]=1)OC(C)(C)C.Cl, predict the reaction product. The product is: [F:22][C:15]1[CH:16]=[CH:17][C:18]([O:20][CH3:21])=[CH:19][C:14]=1[C:11]1[CH:12]=[CH:13][C:8]([OH:7])=[CH:9][C:10]=1[CH2:23][CH2:24][C:25]([O:28][CH3:29])([CH3:27])[CH3:26]. (2) Given the reactants [F:1][C:2]1[CH:20]=[C:19]([F:21])[CH:18]=[CH:17][C:3]=1[O:4][C:5]1[N:10]=[CH:9][C:8]2[CH:11]=[N:12][N:13](C(=O)C)[C:7]=2[CH:6]=1.C([O-])(O)=O.[Na+], predict the reaction product. The product is: [F:1][C:2]1[CH:20]=[C:19]([F:21])[CH:18]=[CH:17][C:3]=1[O:4][C:5]1[N:10]=[CH:9][C:8]2[CH:11]=[N:12][NH:13][C:7]=2[CH:6]=1. (3) Given the reactants Cl.[C:2]([O:6][C:7](=[O:11])[C@H:8]([CH3:10])[NH2:9])([CH3:5])([CH3:4])[CH3:3].[O-]S([O-])(=O)=O.[Mg+2].C(N(CC)CC)C.[CH3:25][C:26]([CH3:31])([CH3:30])[CH2:27][CH:28]=O, predict the reaction product. The product is: [C:2]([O:6][C:7](=[O:11])[C@@H:8](/[N:9]=[CH:28]/[CH2:27][C:26]([CH3:31])([CH3:30])[CH3:25])[CH3:10])([CH3:5])([CH3:4])[CH3:3]. (4) Given the reactants [C:1]([C:3]1[CH:8]=[CH:7][C:6]([N:9]2[C@@H:13]([CH:14]3[CH2:18][CH2:17][CH2:16][CH2:15]3)[CH2:12][C:11]([C:19]3[CH:27]=[CH:26][C:22]([C:23]([OH:25])=O)=[C:21]([O:28][CH3:29])[N:20]=3)=[N:10]2)=[CH:5][C:4]=1[CH3:30])#[N:2].[CH3:31][NH2:32].O1CCCC1, predict the reaction product. The product is: [C:1]([C:3]1[CH:8]=[CH:7][C:6]([N:9]2[C@@H:13]([CH:14]3[CH2:15][CH2:16][CH2:17][CH2:18]3)[CH2:12][C:11]([C:19]3[CH:27]=[CH:26][C:22]([C:23]([NH:32][CH3:31])=[O:25])=[C:21]([O:28][CH3:29])[N:20]=3)=[N:10]2)=[CH:5][C:4]=1[CH3:30])#[N:2]. (5) Given the reactants [Br:1][C:2]1[C:3]2[C:4]3[CH2:15][N:14]([CH3:16])[CH2:13][CH2:12][C:5]=3[NH:6][C:7]=2[C:8]([Cl:11])=[CH:9][CH:10]=1.[H-].[Na+].CC1C=CC(S(O[CH2:30][CH2:31][C:32]2[CH:33]=[N:34][C:35]([CH3:38])=[CH:36][CH:37]=2)(=O)=O)=CC=1, predict the reaction product. The product is: [Br:1][C:2]1[C:3]2[C:4]3[CH2:15][N:14]([CH3:16])[CH2:13][CH2:12][C:5]=3[N:6]([CH2:30][CH2:31][C:32]3[CH:33]=[N:34][C:35]([CH3:38])=[CH:36][CH:37]=3)[C:7]=2[C:8]([Cl:11])=[CH:9][CH:10]=1.